Dataset: Peptide-MHC class I binding affinity with 185,985 pairs from IEDB/IMGT. Task: Regression. Given a peptide amino acid sequence and an MHC pseudo amino acid sequence, predict their binding affinity value. This is MHC class I binding data. (1) The peptide sequence is RLIRGKMTL. The MHC is Mamu-B1001 with pseudo-sequence Mamu-B1001. The binding affinity (normalized) is 0.0223. (2) The peptide sequence is FPVTPQVPLR. The MHC is HLA-B35:01 with pseudo-sequence HLA-B35:01. The binding affinity (normalized) is 0.558.